Dataset: Peptide-MHC class I binding affinity with 185,985 pairs from IEDB/IMGT. Task: Regression. Given a peptide amino acid sequence and an MHC pseudo amino acid sequence, predict their binding affinity value. This is MHC class I binding data. (1) The peptide sequence is KRMGVQMQR. The MHC is HLA-A68:02 with pseudo-sequence HLA-A68:02. The binding affinity (normalized) is 0.0847. (2) The peptide sequence is AIFQSAMTK. The MHC is HLA-A33:01 with pseudo-sequence HLA-A33:01. The binding affinity (normalized) is 0.149.